From a dataset of Experimentally validated miRNA-target interactions with 360,000+ pairs, plus equal number of negative samples. Binary Classification. Given a miRNA mature sequence and a target amino acid sequence, predict their likelihood of interaction. (1) The miRNA is mmu-miR-3473a with sequence UGGAGAGAUGGCUCAGCA. The protein sequence of the target gene is MGVKKKREMQVAALTVCHQDMETLRSFADMEGKNLASLLLHCVQLTDGVSQIHSIKQIVPLLEKVDKNGVCDPAIQSCLDILAGIYFSLTLKNPLKKVLASSLNGLPEVFLTQATHSFTFHLQEELDTADLYSYRKVMDNISSCMENFNLGRASVVNLLKDVLHFLQKSLIEILEENRKFAGNRIVQTQLMSDLLVGVRVAMTLVQKVQGPQGSLWNDSSSPIWQSMCGLLSIFTKFLNDDDLLQTVESTSGLAVILFIKTMFRPSEKLPGLISSLLLRSAECTSIPEWLMNSCRSLCCT.... Result: 1 (interaction). (2) The miRNA is hsa-miR-4519 with sequence CAGCAGUGCGCAGGGCUG. The protein sequence of the target gene is MSGLGDSSSDPANPDSHKRKGSPCDTLASSTEKRRREQENKYLEELAELLSANISDIDSLSVKPDKCKILKKTVDQIQLMKRMEQEKSTTDDDVQKSDISSSSQGVIEKESLGPLLLEALDGFFFVVNCEGRIVFVSENVTSYLGYNQEELMNTSVYSILHVGDHAEFVKNLLPKSLVNGVPWPQEATRRNSHTFNCRMLIHPPEDPGTENQEACQRYEVMQCFTVSQPKSIQEDGEDFQSCLICIARRLPRPPAITGVESFMTKQDTTGKIISIDTSSLRAAGRTGWEDLVRKCIYAFF.... Result: 0 (no interaction). (3) The miRNA is hsa-miR-8058 with sequence CUGGACUUUGAUCUUGCCAUAA. The protein sequence of the target gene is MPTRSPSVVISDDEPGYDLDLFCIPNHYAEDLEKVFIPHGLIMDRTERLARDVMKEMGGHHIVALCVLKGGYKFFADLLDYIKALNRNSDRSIPMTVDFIRLKSYCNDQSTGDIKVIGGDDLSTLTGKNVLIVEDIIDTGKTMQTLLSLVKQYSPKMVKVASLLVKRTSRSVGYRPDFVGFEIPDKFVVGYALDYNEYFRDLNHVCVISETGKAKYKA. Result: 0 (no interaction). (4) The miRNA is rno-miR-133b-3p with sequence UUUGGUCCCCUUCAACCAGCUA. The protein sequence of the target gene is MRKGALKDPEIADLFFKDDPEELFIDLHEIGHGSFGAVYFATNAHTNEVVAVKKMSYSGKQTHEKWQDILKEVKFLQQLKHPNTIEYKGCYLKEHTAWLVMEYCLGSASDLLEVHKKPLQEVEIAAITHGALQGLAYLHFHSLIHRDIKAGNILLTEPGQVKLADFGSASMASPANSFVGTPYWMAPEVILAMDEGQYDGKVDIWSLGITCIELAERKPPLFNMNAMSALYHIAQNDSPTLQSREWTDSFRRFVDYCLHKIPQERPAAVELLRHDFIRRERPPKVLIDLIQRTKDAVREL.... Result: 0 (no interaction). (5) The protein sequence of the target gene is MVRWFHRDLSGLDAETLLKGRGVHGSFLARPSRKNQGDFSLSVRVGDQVTHIRIQNSGDFYDLYGGEKFATLTELVEYYTQQQGVLQDRDGTIIHLKYPLNCSDPTSERWYHGHMSGGQAETLLQAKGEPWTFLVRESLSQPGDFVLSVLSDQPKAGPGSPLRVTHIKVMCEGGRYTVGGLETFDSLTDLVEHFKKTGIEEASGAFVYLRQPYYATRVNAADIENRVLELNKKQESEDTAKAGFWEEFESLQKQEVKNLHQRLEGQRPENKGKNRYKNILPFDHSRVILQGRDSNIPGSD.... The miRNA is ath-miR396b-5p with sequence UUCCACAGCUUUCUUGAACUU. Result: 0 (no interaction). (6) The miRNA is hsa-miR-4468 with sequence AGAGCAGAAGGAUGAGAU. The protein sequence of the target gene is MEPEFLYDLLQLPKGVEPPAEEELSKGGKKKYLPPTSRKDPKFEELQKVLMEWINATLLPEHIVVRSLEEDMFDGLILHHLFQRLAALKLEAEDIALTATSQKHKLTVVLEAVNRSLQLEEWQAKWSVESIFNKDLLSTLHLLVALAKRFQPDLSLPTNVQVEVITIESTKSGLKSEKLVEQLTEYSTDKDEPPKDVFDELFKLAPEKVNAVKEAIVNFVNQKLDRLGLSVQNLDTQFADGVILLLLIGQLEGFFLHLKEFYLTPNSPAEMLHNVTLALELLKDEGLLSCPVSPEDIVNK.... Result: 1 (interaction). (7) The miRNA is hsa-miR-5001-3p with sequence UUCUGCCUCUGUCCAGGUCCUU. The protein sequence of the target gene is MRQVCCSALPPPPLEKGRCSSYSDSSSSSSERSSSSSSSSSESGSSSRSSSNNSSISRPAAPPEPRPQQQPQPRSPAARRAAARSRAAAAGGMRRDPAPGFSMLLFGVSLACYSPSLKSVQDQAYKAPVVVEGKVQGLVPAGGSSSNSTREPPASGRVALVKVLDKWPLRSGGLQREQVISVGSCVPLERNQRYIFFLEPTEQPLVFKTAFAPLDTNGKNLKKEVGKILCTDCATRPKLKKMKSQTGQVGEKQSLKCEAAAGNPQPSYRWFKDGKELNRSRDIRIKYGNGRKNSRLQFNK.... Result: 1 (interaction).